From a dataset of Catalyst prediction with 721,799 reactions and 888 catalyst types from USPTO. Predict which catalyst facilitates the given reaction. (1) Reactant: [C:1]([C:3]1[CH:8]=[C:7]([CH3:9])[CH:6]=[CH:5][C:4]=1[OH:10])#[N:2].Br[CH2:12][C:13]([O:15][CH2:16][CH3:17])=[O:14].C(=O)([O-])[O-].[K+].[K+]. Product: [C:1]([C:3]1[CH:8]=[C:7]([CH3:9])[CH:6]=[CH:5][C:4]=1[O:10][CH2:12][C:13]([O:15][CH2:16][CH3:17])=[O:14])#[N:2]. The catalyst class is: 21. (2) Reactant: [CH3:1][O:2][C:3](=[O:35])[O:4][CH2:5][CH2:6][O:7][C:8]1[CH:13]=[C:12]([O:14][CH3:15])[CH:11]=[C:10]([C:16](=[N:25][C:26]2[CH:31]=[CH:30][C:29]([C:32]#[N:33])=[CH:28][CH:27]=2)[C:17](=[N:20][C:21]([O:23]C)=O)SC)[C:9]=1[F:34].[N:36]1[CH:41]=[CH:40][CH:39]=[N:38][C:37]=1[NH:42][NH2:43].C(N(CC)CC)C. Product: [CH3:1][O:2][C:3](=[O:35])[O:4][CH2:5][CH2:6][O:7][C:8]1[CH:13]=[C:12]([O:14][CH3:15])[CH:11]=[C:10]([C:16](=[N:25][C:26]2[CH:27]=[CH:28][C:29]([C:32]#[N:33])=[CH:30][CH:31]=2)[C:17]2[NH:20][C:21](=[O:23])[N:42]([C:37]3[N:38]=[CH:39][CH:40]=[CH:41][N:36]=3)[N:43]=2)[C:9]=1[F:34]. The catalyst class is: 11.